From a dataset of Peptide-MHC class I binding affinity with 185,985 pairs from IEDB/IMGT. Regression. Given a peptide amino acid sequence and an MHC pseudo amino acid sequence, predict their binding affinity value. This is MHC class I binding data. (1) The peptide sequence is YDFNKLTAL. The MHC is HLA-B44:03 with pseudo-sequence HLA-B44:03. The binding affinity (normalized) is 0.157. (2) The MHC is HLA-B38:01 with pseudo-sequence HLA-B38:01. The peptide sequence is ISDPLTSGL. The binding affinity (normalized) is 0.212. (3) The peptide sequence is AVRHAKAST. The MHC is HLA-B07:02 with pseudo-sequence HLA-B07:02. The binding affinity (normalized) is 0.453. (4) The MHC is HLA-A02:01 with pseudo-sequence HLA-A02:01. The binding affinity (normalized) is 0.0847. The peptide sequence is EEQTDPKTL. (5) The peptide sequence is GMNSRSTSL. The MHC is HLA-A02:03 with pseudo-sequence HLA-A02:03. The binding affinity (normalized) is 0.731. (6) The peptide sequence is NTDEIPELI. The MHC is HLA-C04:01 with pseudo-sequence HLA-C04:01. The binding affinity (normalized) is 0.0847.